From a dataset of TCR-epitope binding with 47,182 pairs between 192 epitopes and 23,139 TCRs. Binary Classification. Given a T-cell receptor sequence (or CDR3 region) and an epitope sequence, predict whether binding occurs between them. The epitope is NEGVKAAW. The TCR CDR3 sequence is CASGPTAGGTDTQYF. Result: 1 (the TCR binds to the epitope).